This data is from Full USPTO retrosynthesis dataset with 1.9M reactions from patents (1976-2016). The task is: Predict the reactants needed to synthesize the given product. (1) Given the product [OH:16][CH2:17][CH:18]1[CH2:23][N:22]([S:24]([C:27]2[CH:36]=[CH:35][C:34]3[C:29](=[CH:30][CH:31]=[CH:32][CH:33]=3)[CH:28]=2)(=[O:26])=[O:25])[CH2:21][CH2:20][N:19]1[C:13]([CH:10]1[CH2:11][CH2:12][N:7]([C:4]2[CH:5]=[CH:6][N:1]=[CH:2][CH:3]=2)[CH2:8][CH2:9]1)=[O:14], predict the reactants needed to synthesize it. The reactants are: [N:1]1[CH:6]=[CH:5][C:4]([N:7]2[CH2:12][CH2:11][CH:10]([C:13](Cl)=[O:14])[CH2:9][CH2:8]2)=[CH:3][CH:2]=1.[OH:16][CH2:17][CH:18]1[CH2:23][N:22]([S:24]([C:27]2[CH:36]=[CH:35][C:34]3[C:29](=[CH:30][CH:31]=[CH:32][CH:33]=3)[CH:28]=2)(=[O:26])=[O:25])[CH2:21][CH2:20][NH:19]1. (2) Given the product [CH2:22]([O:29][CH2:30][C:31]([NH:1][C:2]1[CH:7]=[C:6]([O:8][CH3:9])[C:5]([O:10][CH3:11])=[C:4]([O:12][CH3:13])[C:3]=1[NH:14][C:5](=[O:10])[CH2:6][O:8][CH2:9][C:21]1[CH:20]=[CH:4][CH:3]=[CH:2][CH:7]=1)=[O:32])[C:23]1[CH:28]=[CH:27][CH:26]=[CH:25][CH:24]=1, predict the reactants needed to synthesize it. The reactants are: [NH2:1][C:2]1[CH:7]=[C:6]([O:8][CH3:9])[C:5]([O:10][CH3:11])=[C:4]([O:12][CH3:13])[C:3]=1[NH2:14].C(N([CH2:20][CH3:21])CC)C.[CH2:22]([O:29][CH2:30][C:31](Cl)=[O:32])[C:23]1[CH:28]=[CH:27][CH:26]=[CH:25][CH:24]=1. (3) Given the product [F:31][C:32]1[CH:37]=[CH:36][CH:35]=[CH:34][C:33]=1[NH:38][C:39](=[O:64])[NH:40][C:41]1[CH:42]=[CH:43][C:44]([C:47]2[N:48]=[C:49]([CH:52]3[CH2:53][CH2:54][N:55]([CH2:58][C:59]([OH:61])=[O:60])[CH2:56][CH2:57]3)[S:50][CH:51]=2)=[CH:45][CH:46]=1, predict the reactants needed to synthesize it. The reactants are: FC(F)(F)C1C=C(NC(=O)NC2C=CC(C3SC(CCC(O)=O)=NC=3)=CC=2)C=CC=1.[F:31][C:32]1[CH:37]=[CH:36][CH:35]=[CH:34][C:33]=1[NH:38][C:39](=[O:64])[NH:40][C:41]1[CH:46]=[CH:45][C:44]([C:47]2[N:48]=[C:49]([CH:52]3[CH2:57][CH2:56][N:55]([CH2:58][C:59]([O:61]CC)=[O:60])[CH2:54][CH2:53]3)[S:50][CH:51]=2)=[CH:43][CH:42]=1. (4) Given the product [OH:23][B:15]1[C@@H:14]([NH:28][C:29](=[O:37])[CH2:30][CH2:31][CH2:32][S:33]([CH3:36])(=[O:34])=[O:35])[CH2:13][C:9]2[CH:10]=[CH:11][CH:12]=[C:7]([C:6]([OH:5])=[O:38])[C:8]=2[O:16]1, predict the reactants needed to synthesize it. The reactants are: C([O:5][C:6](=[O:38])[C:7]1[CH:12]=[CH:11][CH:10]=[C:9]([CH2:13][CH:14]([NH:28][C:29](=[O:37])[CH2:30][CH2:31][CH2:32][S:33]([CH3:36])(=[O:35])=[O:34])[B:15]2[O:23]C3C(C)(C4CC(C3)C4(C)C)[O:16]2)[CH:8]=1)(C)(C)C.B(Br)(Br)Br. (5) The reactants are: Cl.[NH:2]1[CH2:7][CH2:6][CH:5]([C:8]2[C:17]3[C:12](=[CH:13][CH:14]=[CH:15][CH:16]=3)[C:11](=[O:18])[NH:10][CH:9]=2)[CH2:4][CH2:3]1.C(=O)([O-])[O-].[K+].[K+].Br[CH2:26][CH2:27][OH:28]. Given the product [OH:28][CH2:27][CH2:26][N:2]1[CH2:7][CH2:6][CH:5]([C:8]2[C:17]3[C:12](=[CH:13][CH:14]=[CH:15][CH:16]=3)[C:11](=[O:18])[NH:10][CH:9]=2)[CH2:4][CH2:3]1, predict the reactants needed to synthesize it. (6) Given the product [C:7]([C:6]1[CH:5]=[CH:4][C:3]([CH2:2][NH:1][C:33]([C:30]2[C:29]([CH3:36])=[N:28][N:27]([C:21]3[CH:22]=[CH:23][C:24]([C:25]#[N:26])=[C:19]([Cl:18])[CH:20]=3)[C:31]=2[CH3:32])=[O:34])=[CH:11][CH:10]=1)(=[O:8])[NH2:9], predict the reactants needed to synthesize it. The reactants are: [NH2:1][CH2:2][C:3]1[CH:11]=[CH:10][C:6]([C:7]([NH2:9])=[O:8])=[CH:5][CH:4]=1.CN1C=CN=C1.[Cl:18][C:19]1[CH:20]=[C:21]([N:27]2[C:31]([CH3:32])=[C:30]([C:33](Cl)=[O:34])[C:29]([CH3:36])=[N:28]2)[CH:22]=[CH:23][C:24]=1[C:25]#[N:26].Cl. (7) Given the product [C:13]([O:12][C@H:10]1[CH2:9][CH2:8][C@@:7]([C@H:17]2[CH2:25][CH2:24][C@@:23]3([CH3:26])[C@@H:19]([CH2:20][CH2:21][C:22]3=[CH2:27])[C@@H:18]2[CH2:28][N:42]2[C:46]3[CH:47]=[CH:48][CH:49]=[CH:50][C:45]=3[N:44]=[CH:43]2)([CH3:16])[C@@H:6]([CH2:5][O:4][C:1](=[O:3])[CH3:2])[CH2:11]1)(=[O:15])[CH3:14], predict the reactants needed to synthesize it. The reactants are: [C:1]([O:4][CH2:5][C@H:6]1[CH2:11][C@@H:10]([O:12][C:13](=[O:15])[CH3:14])[CH2:9][CH2:8][C@@:7]1([C@H:17]1[CH2:25][CH2:24][C@@:23]2([CH3:26])[C@@H:19]([CH2:20][CH2:21][C:22]2=[CH2:27])[C@@H:18]1[CH2:28]O)[CH3:16])(=[O:3])[CH3:2].CCN(CC)CC.CS(Cl)(=O)=O.[N:42]1[C:46]2[CH:47]=[CH:48][CH:49]=[CH:50][C:45]=2[NH:44][CH:43]=1.[H-].[Na+].S([O-])(=O)(=O)C. (8) Given the product [CH3:35][O:34][C:30]1[CH:29]=[C:28]([CH:33]=[CH:32][CH:31]=1)[CH2:27][NH:26][C:25]([C:23]1[N:22]=[CH:21][N:20]=[C:19]([CH2:18][NH:17][CH:13]2[C:14]3[C:10](=[C:9]([CH3:37])[C:8]([C:6]([OH:7])=[O:5])=[CH:16][CH:15]=3)[CH2:11][CH2:12]2)[CH:24]=1)=[O:36], predict the reactants needed to synthesize it. The reactants are: C([O:5][C:6]([C:8]1[C:9]([CH3:37])=[C:10]2[C:14](=[CH:15][CH:16]=1)[CH:13]([NH:17][CH2:18][C:19]1[CH:24]=[C:23]([C:25](=[O:36])[NH:26][CH2:27][C:28]3[CH:33]=[CH:32][CH:31]=[C:30]([O:34][CH3:35])[CH:29]=3)[N:22]=[CH:21][N:20]=1)[CH2:12][CH2:11]2)=[O:7])(C)(C)C.FC(F)(F)C(O)=O. (9) Given the product [CH3:20][C:12]1[CH:13]=[C:14]([CH:15]=[CH:16][CH:17]=1)[CH:18]=[N:9][NH:8][C:6](=[O:7])[C:5]1[CH:10]=[CH:11][C:2]([OH:1])=[CH:3][CH:4]=1, predict the reactants needed to synthesize it. The reactants are: [OH:1][C:2]1[CH:11]=[CH:10][C:5]([C:6]([NH:8][NH2:9])=[O:7])=[CH:4][CH:3]=1.[C:12]1([CH3:20])[CH:17]=[CH:16][CH:15]=[C:14]([CH:18]=O)[CH:13]=1. (10) The reactants are: [NH2:1][C:2]1[CH:21]=[CH:20][CH:19]=[CH:18][C:3]=1[C:4]([NH:6][C:7]1[CH:17]=[CH:16][C:10]2[O:11][C:12]([F:15])([F:14])[O:13][C:9]=2[CH:8]=1)=[O:5].Cl[CH2:23][C:24]1[CH:29]=[CH:28][N:27]=[C:26]([NH2:30])[CH:25]=1.O=O.[Na+].[I-].[Al]. Given the product [NH2:30][C:26]1[CH:25]=[C:24]([CH2:23][NH:1][C:2]2[CH:21]=[CH:20][CH:19]=[CH:18][C:3]=2[C:4]([NH:6][C:7]2[CH:17]=[CH:16][C:10]3[O:11][C:12]([F:15])([F:14])[O:13][C:9]=3[CH:8]=2)=[O:5])[CH:29]=[CH:28][N:27]=1, predict the reactants needed to synthesize it.